Dataset: Reaction yield outcomes from USPTO patents with 853,638 reactions. Task: Predict the reaction yield, written as a fraction of the theoretical maximum amount of product (1.0 means a 100% yield; for example, 0.34 means a 34% yield). (1) The reactants are [CH3:1][C@@H:2](O)[CH2:3][CH:4]=[CH2:5].C1(C)C=CC(S(Cl)(=O)=O)=CC=1.C(=O)(O)[O-].[Na+].[C:23](O[C:23]([O:25][C:26]([CH3:29])([CH3:28])[CH3:27])=[O:24])([O:25][C:26]([CH3:29])([CH3:28])[CH3:27])=[O:24].[N:38]1C=CC=C[CH:39]=1. The catalyst is C1COCC1.ClCCl. The product is [CH3:39][N:38]([C:23]([O:25][C:26]([CH3:29])([CH3:28])[CH3:27])=[O:24])[C@H:2]([CH2:3][CH:4]=[CH2:5])[CH3:1]. The yield is 0.439. (2) The reactants are Cl[C:2]1[CH:3]=[CH:4][CH:5]=[C:6]2[C:11]=1[C:10](=[O:12])[N:9]([CH2:13][CH2:14][C:15]1[CH:24]=[CH:23][C:22]3[C:17](=[CH:18][CH:19]=[CH:20][CH:21]=3)[N:16]=1)[N:8]=[CH:7]2.C([O-])([O-])=O.[Cs+].[Cs+].C1(C)C=CC=CC=1.[NH:38]1[CH2:43][CH2:42][S:41](=[O:45])(=[O:44])[CH2:40][CH2:39]1. The catalyst is C1C=CC(/C=C/C(/C=C/C2C=CC=CC=2)=O)=CC=1.C1C=CC(/C=C/C(/C=C/C2C=CC=CC=2)=O)=CC=1.C1C=CC(/C=C/C(/C=C/C2C=CC=CC=2)=O)=CC=1.[Pd].[Pd].C1C=CC(P(C2C(C3C(P(C4C=CC=CC=4)C4C=CC=CC=4)=CC=C4C=3C=CC=C4)=C3C(C=CC=C3)=CC=2)C2C=CC=CC=2)=CC=1.O. The product is [O:44]=[S:41]1(=[O:45])[CH2:42][CH2:43][N:38]([C:2]2[CH:3]=[CH:4][CH:5]=[C:6]3[C:11]=2[C:10](=[O:12])[N:9]([CH2:13][CH2:14][C:15]2[CH:24]=[CH:23][C:22]4[C:17](=[CH:18][CH:19]=[CH:20][CH:21]=4)[N:16]=2)[N:8]=[CH:7]3)[CH2:39][CH2:40]1. The yield is 0.672. (3) The reactants are [CH3:1][N:2]1[C:7](=[O:8])[CH2:6][CH2:5][CH:4]([C:9](=O)[CH2:10][C@H:11]([C:19]2[CH:24]=[CH:23][C:22]([N:25]3[CH2:30][CH2:29][CH:28]([C:31]([O-:33])=[O:32])[CH2:27][CH2:26]3)=[CH:21][CH:20]=2)[C:12]2[CH:17]=[CH:16][CH:15]=[CH:14][C:13]=2[CH3:18])[CH2:3]1.[Na+:35].Cl.[NH2:37][OH:38].C(=O)([O-])O.[Na+]. The catalyst is C(O)C.O. The product is [OH:38]/[N:37]=[C:9](/[CH:4]1[CH2:5][CH2:6][C:7](=[O:8])[N:2]([CH3:1])[CH2:3]1)\[CH2:10][C@H:11]([C:19]1[CH:20]=[CH:21][C:22]([N:25]2[CH2:30][CH2:29][CH:28]([C:31]([O-:33])=[O:32])[CH2:27][CH2:26]2)=[CH:23][CH:24]=1)[C:12]1[CH:17]=[CH:16][CH:15]=[CH:14][C:13]=1[CH3:18].[Na+:35]. The yield is 0.790. (4) The reactants are Br[CH2:2][CH:3](OCC)OCC.Br.C(=O)(O)[O-].[Na+].[Br:16][C:17]1[C:18]([NH2:24])=[N:19][CH:20]=[C:21]([Br:23])[N:22]=1.C(=O)([O-])[O-].[K+].[K+]. No catalyst specified. The product is [Br:23][C:21]1[N:22]=[C:17]([Br:16])[C:18]2[N:19]([CH:2]=[CH:3][N:24]=2)[CH:20]=1. The yield is 0.940. (5) The reactants are Cl[CH2:2][C:3]1[N:4]=[C:5]([C:9]2[CH:18]=[CH:17][C:12]([C:13]([O:15][CH3:16])=[O:14])=[CH:11][CH:10]=2)[O:6][C:7]=1[CH3:8].[CH:19]1([SH:25])[CH2:24][CH2:23][CH2:22][CH2:21][CH2:20]1.C(=O)([O-])[O-].[Cs+].[Cs+]. The catalyst is CN(C)C=O. The product is [CH:19]1([S:25][CH2:2][C:3]2[N:4]=[C:5]([C:9]3[CH:18]=[CH:17][C:12]([C:13]([O:15][CH3:16])=[O:14])=[CH:11][CH:10]=3)[O:6][C:7]=2[CH3:8])[CH2:24][CH2:23][CH2:22][CH2:21][CH2:20]1. The yield is 0.580.